Predict the product of the given reaction. From a dataset of Forward reaction prediction with 1.9M reactions from USPTO patents (1976-2016). Given the reactants [C:1]([O:5][C:6]([N:8]1[CH2:13][CH2:12][CH:11]([N:14]2[CH2:19][CH2:18][N:17](C(OCC3C=CC=CC=3)=O)[CH:16]([C:30]([N:32]3[CH2:37][CH2:36][O:35][CH2:34][CH2:33]3)=[O:31])[CH2:15]2)[CH2:10][CH2:9]1)=[O:7])([CH3:4])([CH3:3])[CH3:2], predict the reaction product. The product is: [N:32]1([C:30]([CH:16]2[NH:17][CH2:18][CH2:19][N:14]([CH:11]3[CH2:10][CH2:9][N:8]([C:6]([O:5][C:1]([CH3:4])([CH3:3])[CH3:2])=[O:7])[CH2:13][CH2:12]3)[CH2:15]2)=[O:31])[CH2:37][CH2:36][O:35][CH2:34][CH2:33]1.